This data is from Reaction yield outcomes from USPTO patents with 853,638 reactions. The task is: Predict the reaction yield, written as a fraction of the theoretical maximum amount of product (1.0 means a 100% yield; for example, 0.34 means a 34% yield). (1) The product is [O:12]1[C:11]2[CH:10]=[CH:13][CH:9]=[CH:10][C:11]=2[NH:7][CH2:9][CH2:13]1. No catalyst specified. The yield is 0.910. The reactants are [H-].[Al+3].[Li+].[H-].[H-].[H-].[NH3:7].O.[CH2:9]1[CH2:13][O:12][CH2:11][CH2:10]1. (2) The reactants are [Cl:1][C:2]1[CH:3]=[C:4]([CH:8]=[CH:9][CH:10]=1)[C:5]([OH:7])=O.Cl.[CH3:12][O:13][C:14](=[O:19])[C@H:15]([CH2:17][OH:18])[NH2:16].C1C=CC2N(O)N=NC=2C=1.CN1CCOCC1.CCN=C=NCCCN(C)C. The catalyst is CN(C=O)C.C(OCC)(=O)C. The product is [CH3:12][O:13][C:14](=[O:19])[CH:15]([NH:16][C:5](=[O:7])[C:4]1[CH:8]=[CH:9][CH:10]=[C:2]([Cl:1])[CH:3]=1)[CH2:17][OH:18]. The yield is 0.930. (3) The reactants are F[C:2]1[CH:3]=[C:4]([CH:16]=[CH:17][CH:18]=1)[CH2:5][O:6][C:7]1[CH:12]=[CH:11][C:10]([N+:13]([O-:15])=[O:14])=[CH:9][CH:8]=1.[F:19]C1C=CC([N+]([O-])=O)=CC=1.FC1C=CC(CO)=CC=1. No catalyst specified. The product is [F:19][C:18]1[CH:17]=[CH:16][C:4]([CH2:5][O:6][C:7]2[CH:12]=[CH:11][C:10]([N+:13]([O-:15])=[O:14])=[CH:9][CH:8]=2)=[CH:3][CH:2]=1. The yield is 0.860.